Regression/Classification. Given a drug SMILES string, predict its absorption, distribution, metabolism, or excretion properties. Task type varies by dataset: regression for continuous measurements (e.g., permeability, clearance, half-life) or binary classification for categorical outcomes (e.g., BBB penetration, CYP inhibition). Dataset: hlm. From a dataset of Human liver microsome stability data. (1) The compound is COc1ccc2[nH]c(C(=O)N3CC(=O)N(Cc4ccccc4)[C@@H](CN4CCN(c5ccc(F)cc5)CC4)C3)cc2c1. The result is 1 (stable in human liver microsomes). (2) The compound is COc1ccc(-c2nc(C(C)Sc3nc(N)cc(N)n3)c(C)s2)cc1OCCF. The result is 1 (stable in human liver microsomes). (3) The drug is O=C1COc2ccc(NC(=O)C3CCN(c4cccc(F)c4Br)CC3)cc2N1. The result is 1 (stable in human liver microsomes).